Dataset: Catalyst prediction with 721,799 reactions and 888 catalyst types from USPTO. Task: Predict which catalyst facilitates the given reaction. (1) Reactant: Cl[C:2]1[CH:7]=[C:6]([C:8]2[CH:13]=[CH:12][C:11]([F:14])=[C:10]([Cl:15])[CH:9]=2)[N:5]=[C:4]([N:16]2[CH2:20][CH2:19][CH2:18][CH:17]2[CH3:21])[N:3]=1.[CH3:22][C:23]1[C:24]([N:32]2[CH2:37][CH2:36][NH:35][CH2:34][CH2:33]2)=[N:25][CH:26]=[C:27]([N+:29]([O-])=O)[CH:28]=1.CCN(C(C)C)C(C)C. Product: [Cl:15][C:10]1[CH:9]=[C:8]([C:6]2[N:5]=[C:4]([N:16]3[CH2:20][CH2:19][CH2:18][CH:17]3[CH3:21])[N:3]=[C:2]([N:35]3[CH2:36][CH2:37][N:32]([C:24]4[N:25]=[CH:26][C:27]([NH2:29])=[CH:28][C:23]=4[CH3:22])[CH2:33][CH2:34]3)[CH:7]=2)[CH:13]=[CH:12][C:11]=1[F:14]. The catalyst class is: 44. (2) Reactant: [C:1](ON1C(=O)CCC1=O)([O:3][CH2:4][CH:5]1[C:17]2[C:12](=[CH:13][CH:14]=[CH:15][CH:16]=2)[C:11]2[C:6]1=[CH:7][CH:8]=[CH:9][CH:10]=2)=[O:2].[NH2:26][NH2:27]. Product: [C:1]([NH:26][NH2:27])([O:3][CH2:4][CH:5]1[C:6]2[C:11](=[CH:10][CH:9]=[CH:8][CH:7]=2)[C:12]2[C:17]1=[CH:16][CH:15]=[CH:14][CH:13]=2)=[O:2]. The catalyst class is: 10. (3) Reactant: [CH3:1][O:2][C:3]12[CH2:10][CH2:9][C:6]([C:11]([O:13]C)=[O:12])([CH2:7][CH2:8]1)[CH2:5][CH2:4]2.Cl. Product: [CH3:1][O:2][C:3]12[CH2:10][CH2:9][C:6]([C:11]([OH:13])=[O:12])([CH2:5][CH2:4]1)[CH2:7][CH2:8]2. The catalyst class is: 74.